This data is from Reaction yield outcomes from USPTO patents with 853,638 reactions. The task is: Predict the reaction yield, written as a fraction of the theoretical maximum amount of product (1.0 means a 100% yield; for example, 0.34 means a 34% yield). The reactants are [Cl:1][C:2]1[CH:10]=[C:9]2[C:5]([C:6]([C:11](=[O:16])C(F)(F)F)=[CH:7][NH:8]2)=[CH:4][CH:3]=1.[OH-:17].[Na+]. No catalyst specified. The product is [Cl:1][C:2]1[CH:10]=[C:9]2[C:5]([C:6]([C:11]([OH:16])=[O:17])=[CH:7][NH:8]2)=[CH:4][CH:3]=1. The yield is 0.780.